From a dataset of Full USPTO retrosynthesis dataset with 1.9M reactions from patents (1976-2016). Predict the reactants needed to synthesize the given product. (1) Given the product [C:8]1([C:11]2[CH:12]=[CH:13][CH:14]=[CH:15][CH:16]=2)[CH:9]=[CH:10][CH:5]=[CH:6][CH:7]=1, predict the reactants needed to synthesize it. The reactants are: C(O[Si](OCC)(OCC)[C:5]1[CH:10]=[CH:9][C:8]([C:11]2[CH:16]=[CH:15][C:14]([Si](OCC)(OCC)OCC)=[CH:13][CH:12]=2)=[CH:7][CH:6]=1)C.Cl. (2) Given the product [CH3:8][C:9]1[C:17]2[C:12](=[CH:13][C:14]([N+:18]([O-:20])=[O:19])=[CH:15][CH:16]=2)[N:11]([CH2:28][O:27][CH2:26][CH2:25][Si:22]([CH3:24])([CH3:23])[CH3:21])[N:10]=1, predict the reactants needed to synthesize it. The reactants are: [H-].[Na+].C1COCC1.[CH3:8][C:9]1[C:17]2[C:12](=[CH:13][C:14]([N+:18]([O-:20])=[O:19])=[CH:15][CH:16]=2)[NH:11][N:10]=1.[CH3:21][Si:22]([CH2:25][CH2:26][O:27][CH2:28]Cl)([CH3:24])[CH3:23]. (3) Given the product [Br:1][C:2]1[CH:3]=[C:4]2[NH:12][CH:11]=[CH:10][C:5]2=[N:6][C:7]=1[C:8]#[N:9], predict the reactants needed to synthesize it. The reactants are: [Br:1][C:2]1[CH:3]=[C:4]2[N:12](S(C3C=CC(C)=CC=3)(=O)=O)[CH:11]=[CH:10][C:5]2=[N:6][C:7]=1[C:8]#[N:9].C1COCC1.[OH-].[Na+].Cl. (4) Given the product [O:21]1[CH:22]=[CH:23][C:19]([C:17]([C:16]2[CH:15]=[N:14][N:13]3[C:8]([C:4]4[CH:3]=[C:2]([NH:1][C:22](=[O:21])[CH2:23][CH:19]([CH3:20])[CH3:17])[CH:7]=[CH:6][CH:5]=4)=[CH:9][CH:10]=[N:11][C:12]=23)=[O:18])=[CH:20]1, predict the reactants needed to synthesize it. The reactants are: [NH2:1][C:2]1[CH:3]=[C:4]([C:8]2[N:13]3[N:14]=[CH:15][C:16]([C:17]([C:19]4[CH:23]=[CH:22][O:21][CH:20]=4)=[O:18])=[C:12]3[N:11]=[CH:10][CH:9]=2)[CH:5]=[CH:6][CH:7]=1.[Cl-].